Predict the reaction yield, written as a fraction of the theoretical maximum amount of product (1.0 means a 100% yield; for example, 0.34 means a 34% yield). From a dataset of Reaction yield outcomes from USPTO patents with 853,638 reactions. The yield is 0.620. The product is [C:40]([N:39]=[C:38]1[NH:1][CH2:2][CH:3]([C:6]2[CH:11]=[CH:10][C:9]([NH:12][C:13]([C:15]3[N:16]([CH2:22][O:23][CH2:24][CH2:25][Si:26]([CH3:29])([CH3:27])[CH3:28])[CH:17]=[C:18]([C:20]#[N:21])[N:19]=3)=[O:14])=[C:8]([C:30]3[CH2:35][CH2:34][CH2:33][CH2:32][CH:31]=3)[CH:7]=2)[CH2:4][NH:5]1)#[N:41]. The reactants are [NH2:1][CH2:2][CH:3]([C:6]1[CH:11]=[CH:10][C:9]([NH:12][C:13]([C:15]2[N:16]([CH2:22][O:23][CH2:24][CH2:25][Si:26]([CH3:29])([CH3:28])[CH3:27])[CH:17]=[C:18]([C:20]#[N:21])[N:19]=2)=[O:14])=[C:8]([C:30]2[CH2:35][CH2:34][CH2:33][CH2:32][CH:31]=2)[CH:7]=1)[CH2:4][NH2:5].CS[C:38](SC)=[N:39][C:40]#[N:41]. The catalyst is C(Cl)Cl.